From a dataset of Forward reaction prediction with 1.9M reactions from USPTO patents (1976-2016). Predict the product of the given reaction. (1) Given the reactants [C:1]([C:5]1[N:10]=[CH:9][C:8]([C:11]2[N:12]([C:32]([N:34]3[CH2:39][CH2:38][CH:37]([CH2:40][C:41]([OH:43])=O)[CH2:36][CH2:35]3)=[O:33])[C@@:13]([C:25]3[CH:30]=[CH:29][C:28]([Cl:31])=[CH:27][CH:26]=3)([CH3:24])[C@@:14]([C:17]3[CH:22]=[CH:21][C:20]([Cl:23])=[CH:19][CH:18]=3)([CH3:16])[N:15]=2)=[C:7]([O:44][CH2:45][CH3:46])[CH:6]=1)([CH3:4])([CH3:3])[CH3:2].[CH3:47][C:48]1[CH:53]=[CH:52][C:51]([C@H:54]([NH2:56])[CH3:55])=[CH:50][CH:49]=1, predict the reaction product. The product is: [C:1]([C:5]1[N:10]=[CH:9][C:8]([C:11]2[N:12]([C:32]([N:34]3[CH2:35][CH2:36][CH:37]([CH2:40][C:41]([NH:56][C@@H:54]([C:51]4[CH:52]=[CH:53][C:48]([CH3:47])=[CH:49][CH:50]=4)[CH3:55])=[O:43])[CH2:38][CH2:39]3)=[O:33])[C@@:13]([C:25]3[CH:30]=[CH:29][C:28]([Cl:31])=[CH:27][CH:26]=3)([CH3:24])[C@@:14]([C:17]3[CH:18]=[CH:19][C:20]([Cl:23])=[CH:21][CH:22]=3)([CH3:16])[N:15]=2)=[C:7]([O:44][CH2:45][CH3:46])[CH:6]=1)([CH3:4])([CH3:3])[CH3:2]. (2) Given the reactants Cl[C:2]1[N:7]=[CH:6][C:5]([C:8]2[CH2:9][CH2:10][C:11](=[O:14])[NH:12][N:13]=2)=[CH:4][CH:3]=1.Cl.[CH:16]1([N:20]2[CH2:26][CH2:25][C:24]3[CH:27]=[C:28]([OH:31])[CH:29]=[CH:30][C:23]=3[CH2:22][CH2:21]2)[CH2:19][CH2:18][CH2:17]1, predict the reaction product. The product is: [CH:16]1([N:20]2[CH2:26][CH2:25][C:24]3[CH:27]=[C:28]([O:31][C:2]4[N:7]=[CH:6][C:5]([C:8]5[CH:9]=[CH:10][C:11](=[O:14])[NH:12][N:13]=5)=[CH:4][CH:3]=4)[CH:29]=[CH:30][C:23]=3[CH2:22][CH2:21]2)[CH2:19][CH2:18][CH2:17]1.